Task: Predict the reactants needed to synthesize the given product.. Dataset: Full USPTO retrosynthesis dataset with 1.9M reactions from patents (1976-2016) Given the product [CH3:1][O:2][CH2:3][CH2:4][C:5]1[CH:10]=[CH:9][C:8]([O:11][C:14](=[O:15])[N:13]([CH3:12])[C:17]2[CH:22]=[CH:21][CH:20]=[CH:19][CH:18]=2)=[CH:7][CH:6]=1, predict the reactants needed to synthesize it. The reactants are: [CH3:1][O:2][CH2:3][CH2:4][C:5]1[CH:10]=[CH:9][C:8]([OH:11])=[CH:7][CH:6]=1.[CH3:12][N:13]([C:17]1[CH:22]=[CH:21][CH:20]=[CH:19][CH:18]=1)[C:14](Cl)=[O:15].